Dataset: Forward reaction prediction with 1.9M reactions from USPTO patents (1976-2016). Task: Predict the product of the given reaction. Given the reactants [CH3:1][N:2]([CH3:12])[CH:3]([C:5]1[CH:6]=[C:7]([OH:11])[CH:8]=[CH:9][CH:10]=1)[CH3:4].[C:13](=[O:16])([O-])[O-].[K+].[K+], predict the reaction product. The product is: [CH3:12][N:2]([CH3:1])[CH:3]([C:5]1[CH:6]=[C:7]([O:11][C:13](=[O:16])[N:2]([CH2:3][CH3:4])[CH3:1])[CH:8]=[CH:9][CH:10]=1)[CH3:4].